Predict which catalyst facilitates the given reaction. From a dataset of Catalyst prediction with 721,799 reactions and 888 catalyst types from USPTO. (1) Reactant: [C:1]1([C:33]2[CH:38]=[CH:37][CH:36]=[CH:35][CH:34]=2)[CH:6]=[CH:5][C:4]([C:7]2[N:11]([CH2:12][CH:13]3[CH2:17][CH2:16][N:15](C(OC(C)(C)C)=O)[CH2:14]3)[C:10]3[CH:25]=[C:26]([C:29]([NH:31][CH3:32])=[O:30])[CH:27]=[CH:28][C:9]=3[N:8]=2)=[CH:3][CH:2]=1.C(O)(C(F)(F)F)=O. Product: [C:1]1([C:33]2[CH:34]=[CH:35][CH:36]=[CH:37][CH:38]=2)[CH:6]=[CH:5][C:4]([C:7]2[N:11]([CH2:12][CH:13]3[CH2:17][CH2:16][NH:15][CH2:14]3)[C:10]3[CH:25]=[C:26]([C:29]([NH:31][CH3:32])=[O:30])[CH:27]=[CH:28][C:9]=3[N:8]=2)=[CH:3][CH:2]=1. The catalyst class is: 2. (2) Reactant: [Br:1][C:2]1[CH:18]=[CH:17][C:5]([O:6][C:7]([F:16])([F:15])[CH:8]2[CH2:13][CH2:12][C:11](=[O:14])[CH2:10][CH2:9]2)=[CH:4][CH:3]=1.[BH4-].[Na+]. Product: [Br:1][C:2]1[CH:3]=[CH:4][C:5]([O:6][C:7]([F:15])([F:16])[C@H:8]2[CH2:9][CH2:10][C@H:11]([OH:14])[CH2:12][CH2:13]2)=[CH:17][CH:18]=1. The catalyst class is: 8. (3) Product: [NH2:7][CH2:8][C:9]1[CH:14]=[C:13]([C:15]([N:17]2[CH2:22][CH2:21][N:20]([CH3:23])[CH2:19][CH2:18]2)=[O:16])[CH:12]=[C:11]([Cl:24])[C:10]=1[F:25]. Reactant: C(OC(=O)[NH:7][CH2:8][C:9]1[CH:14]=[C:13]([C:15]([N:17]2[CH2:22][CH2:21][N:20]([CH3:23])[CH2:19][CH2:18]2)=[O:16])[CH:12]=[C:11]([Cl:24])[C:10]=1[F:25])(C)(C)C.C(O)(C(F)(F)F)=O. The catalyst class is: 2. (4) Reactant: [Br:1][C:2]1[CH:3]=[CH:4][C:5]([O:9][CH2:10][CH2:11][N:12]([CH3:14])[CH3:13])=[C:6]([CH:8]=1)[NH2:7].[CH3:15][S:16](Cl)(=[O:18])=[O:17].N1C=CC=CC=1. Product: [Br:1][C:2]1[CH:3]=[CH:4][C:5]([O:9][CH2:10][CH2:11][N:12]([CH3:14])[CH3:13])=[C:6]([NH:7][S:16]([CH3:15])(=[O:18])=[O:17])[CH:8]=1. The catalyst class is: 2. (5) Reactant: Cl.[CH3:2][NH:3][CH2:4][C:5]1[CH:13]=[CH:12][CH:11]=[C:10]2[C:6]=1[CH2:7][N:8]([CH:15]1[CH2:20][CH2:19][C:18](=[O:21])[NH:17][C:16]1=[O:22])[C:9]2=[O:14].[Cl:23][C:24]1[CH:25]=[C:26]([N:31]=[C:32]=[O:33])[CH:27]=[C:28]([Cl:30])[CH:29]=1.C(N(C(C)C)CC)(C)C. Product: [Cl:23][C:24]1[CH:25]=[C:26]([NH:31][C:32](=[O:33])[N:3]([CH2:4][C:5]2[CH:13]=[CH:12][CH:11]=[C:10]3[C:6]=2[CH2:7][N:8]([CH:15]2[CH2:20][CH2:19][C:18](=[O:21])[NH:17][C:16]2=[O:22])[C:9]3=[O:14])[CH3:2])[CH:27]=[C:28]([Cl:30])[CH:29]=1. The catalyst class is: 2.